From a dataset of Forward reaction prediction with 1.9M reactions from USPTO patents (1976-2016). Predict the product of the given reaction. (1) Given the reactants [CH3:1][C:2]1[C:11]2[O:10][CH:9]([C:12]3[CH:17]=[CH:16][CH:15]=[CH:14][CH:13]=3)[C:8](=O)[NH:7][C:6]=2[CH:5]=[CH:4][CH:3]=1.[H-].[Al+3].[Li+].[H-].[H-].[H-].[OH-].[Na+].S([O-])([O-])(=O)=O.[Mg+2], predict the reaction product. The product is: [CH3:1][C:2]1[C:11]2[O:10][CH:9]([C:12]3[CH:17]=[CH:16][CH:15]=[CH:14][CH:13]=3)[CH2:8][NH:7][C:6]=2[CH:5]=[CH:4][CH:3]=1. (2) Given the reactants [F:1][C:2]1([CH2:26][NH2:27])[CH2:7][CH2:6][N:5]([C:8]2[CH:13]=[CH:12][C:11]([N:14]3[CH2:18][C@H:17]([CH2:19][NH:20][C:21](=[O:23])[CH3:22])[O:16][C:15]3=[O:24])=[CH:10][C:9]=2[F:25])[CH2:4][CH2:3]1.[CH3:28][S:29](Cl)(=[O:31])=[O:30].C(N(CC)CC)C, predict the reaction product. The product is: [F:1][C:2]1([CH2:26][NH:27][S:29]([CH3:28])(=[O:31])=[O:30])[CH2:7][CH2:6][N:5]([C:8]2[CH:13]=[CH:12][C:11]([N:14]3[CH2:18][C@H:17]([CH2:19][NH:20][C:21](=[O:23])[CH3:22])[O:16][C:15]3=[O:24])=[CH:10][C:9]=2[F:25])[CH2:4][CH2:3]1.